This data is from Full USPTO retrosynthesis dataset with 1.9M reactions from patents (1976-2016). The task is: Predict the reactants needed to synthesize the given product. (1) Given the product [CH3:33][O:32][C:30]1[CH:31]=[C:26]([CH:27]=[C:28]([O:34][CH3:35])[CH:29]=1)[CH2:25][N:22]1[CH:17]=[C:16]([CH2:15][NH:14][C:12](=[O:13])[C:11]2[CH:18]=[CH:19][CH:20]=[N:21][C:10]=2[NH:9][C:6]2[CH:7]=[CH:8][C:3]([O:2][CH3:1])=[CH:4][CH:5]=2)[N:24]=[N:23]1, predict the reactants needed to synthesize it. The reactants are: [CH3:1][O:2][C:3]1[CH:8]=[CH:7][C:6]([NH:9][C:10]2[N:21]=[CH:20][CH:19]=[CH:18][C:11]=2[C:12]([NH:14][CH2:15][C:16]#[CH:17])=[O:13])=[CH:5][CH:4]=1.[N:22]([CH2:25][C:26]1[CH:31]=[C:30]([O:32][CH3:33])[CH:29]=[C:28]([O:34][CH3:35])[CH:27]=1)=[N+:23]=[N-:24].O.O=C1O[C@H]([C@H](CO)O)C([O-])=C1O.[Na+]. (2) Given the product [N:52]1([S:53]([NH:56][C:33](=[O:34])[C:32]2[CH:36]=[CH:37][C:29]([O:28][C:27]3[CH:43]=[CH:44][C:45]([O:46][C:47]([F:48])([F:50])[F:49])=[C:25]([Cl:24])[CH:26]=3)=[C:30]([C:38]3([OH:42])[CH2:39][O:40][CH2:41]3)[CH:31]=2)(=[O:55])=[O:54])[CH2:6][CH2:10][CH2:2]1, predict the reactants needed to synthesize it. The reactants are: Cl[C:2]1C(OC2C=CC(Cl)=C(C(F)(F)F)C=2)=CC(F)=[C:6]([CH:10]=1)C(O)=O.[Cl:24][C:25]1[CH:26]=[C:27]([CH:43]=[CH:44][C:45]=1[O:46][C:47]([F:50])([F:49])[F:48])[O:28][C:29]1[CH:37]=[CH:36][C:32]([C:33](O)=[O:34])=[CH:31][C:30]=1[C:38]1([OH:42])[CH2:41][O:40][CH2:39]1.C[N:52](C)[S:53]([NH2:56])(=[O:55])=[O:54]. (3) Given the product [ClH:23].[Br:1][C:2]1[CH:3]=[CH:4][C:5]2[O:11][CH2:10][CH2:9][NH:8][CH2:7][C:6]=2[CH:19]=1, predict the reactants needed to synthesize it. The reactants are: [Br:1][C:2]1[CH:3]=[CH:4][C:5]2[O:11][CH2:10][CH2:9][N:8](C(OC(C)(C)C)=O)[CH2:7][C:6]=2[CH:19]=1.C(O)C.[ClH:23].O1CCOCC1. (4) The reactants are: C[Si]([CH:5](P(OCC)(OCC)=O)[C:6]([O-:8])=[O:7])(C)C.C([Li])CCC.[CH3:22][O:23][CH2:24][O:25][C:26]1[CH:31]=[C:30]([O:32][CH2:33][O:34][CH3:35])[CH:29]=[CH:28][C:27]=1[CH:36]1[CH2:41][CH2:40][C:39](=O)[CH2:38][CH2:37]1.[OH-].[Na+]. Given the product [CH3:22][O:23][CH2:24][O:25][C:26]1[CH:31]=[C:30]([O:32][CH2:33][O:34][CH3:35])[CH:29]=[CH:28][C:27]=1[CH:36]1[CH2:41][CH2:40][C:39](=[CH:5][C:6]([OH:8])=[O:7])[CH2:38][CH2:37]1, predict the reactants needed to synthesize it. (5) Given the product [F:35][C:34]([F:37])([F:36])[CH:30]([C:14]1[N:13]2[C:8]([N:5]3[CH2:6][CH2:7][N:2]([CH3:1])[CH2:3][CH2:4]3)=[CH:9][CH:10]=[CH:11][C:12]2=[N:16][C:15]=1[CH2:17][N:18]([CH3:29])[CH:19]1[C:28]2[N:27]=[CH:26][CH:25]=[CH:24][C:23]=2[CH2:22][CH2:21][CH2:20]1)[OH:31], predict the reactants needed to synthesize it. The reactants are: [CH3:1][N:2]1[CH2:7][CH2:6][N:5]([C:8]2[N:13]3[C:14]([CH:30]=[O:31])=[C:15]([CH2:17][N:18]([CH3:29])[C@@H:19]4[C:28]5[N:27]=[CH:26][CH:25]=[CH:24][C:23]=5[CH2:22][CH2:21][CH2:20]4)[N:16]=[C:12]3[CH:11]=[CH:10][CH:9]=2)[CH2:4][CH2:3]1.C[Si](C)(C)[C:34]([F:37])([F:36])[F:35].[F-].C([N+](CCCC)(CCCC)CCCC)CCC. (6) The reactants are: N1C2C(=NC=CC=2)N([O:10][C:11]2[C:12]3[CH:19]=[CH:18][S:17][C:13]=3[N:14]=[CH:15][N:16]=2)N=1.[CH3:20][C:21]1[C:25](B(O)O)=[C:24]([CH3:29])[O:23][N:22]=1.C([O-])([O-])=O.[Cs+].[Cs+]. Given the product [CH3:20][C:21]1[C:25]([O:10][C:11]2[C:12]3[CH:19]=[CH:18][S:17][C:13]=3[N:14]=[CH:15][N:16]=2)=[C:24]([CH3:29])[O:23][N:22]=1, predict the reactants needed to synthesize it. (7) Given the product [Br:6][CH2:7][C:8]1[C:12]2[CH:13]=[C:14]([S:2]([Cl:1])(=[O:5])=[O:3])[CH:15]=[CH:16][C:11]=2[O:10][N:9]=1, predict the reactants needed to synthesize it. The reactants are: [Cl:1][S:2]([OH:5])(=O)=[O:3].[Br:6][CH2:7][C:8]1[C:12]2[CH:13]=[CH:14][CH:15]=[CH:16][C:11]=2[O:10][N:9]=1. (8) Given the product [F:1][C:2]1[CH:10]=[CH:9][C:8]([N+:11]([O-:13])=[O:12])=[CH:7][C:3]=1[C:4]([N:23]1[CH2:24][CH2:25][N:20]([C:14]2[CH:19]=[CH:18][CH:17]=[CH:16][CH:15]=2)[CH2:21][CH2:22]1)=[O:5], predict the reactants needed to synthesize it. The reactants are: [F:1][C:2]1[CH:10]=[CH:9][C:8]([N+:11]([O-:13])=[O:12])=[CH:7][C:3]=1[C:4](Cl)=[O:5].[C:14]1([N:20]2[CH2:25][CH2:24][NH:23][CH2:22][CH2:21]2)[CH:19]=[CH:18][CH:17]=[CH:16][CH:15]=1. (9) The reactants are: [NH:1]([C:22]([O:24][C:25]([CH3:28])([CH3:27])[CH3:26])=[O:23])[C@H:2]([C:18](OC)=[O:19])[CH2:3][CH2:4][CH2:5][CH2:6][NH:7][C:8]([O:10][CH2:11][C:12]1[CH:17]=[CH:16][CH:15]=[CH:14][CH:13]=1)=[O:9].ClCCl.[H-].C([Al+]CC(C)C)C(C)C.C(O)(=O)CC(CC(O)=O)(C(O)=O)O. Given the product [NH:1]([C:22]([O:24][C:25]([CH3:28])([CH3:27])[CH3:26])=[O:23])[C@H:2]([CH:18]=[O:19])[CH2:3][CH2:4][CH2:5][CH2:6][NH:7][C:8]([O:10][CH2:11][C:12]1[CH:13]=[CH:14][CH:15]=[CH:16][CH:17]=1)=[O:9], predict the reactants needed to synthesize it.